The task is: Predict which catalyst facilitates the given reaction.. This data is from Catalyst prediction with 721,799 reactions and 888 catalyst types from USPTO. (1) Reactant: [C:1]12([CH2:11][C:12]([OH:14])=O)[CH2:10][CH:5]3[CH2:6][CH:7]([CH2:9][CH:3]([CH2:4]3)[CH2:2]1)[CH2:8]2.C(Cl)(=O)C([Cl:18])=O. Product: [C:1]12([CH2:11][C:12]([Cl:18])=[O:14])[CH2:10][CH:5]3[CH2:6][CH:7]([CH2:9][CH:3]([CH2:4]3)[CH2:2]1)[CH2:8]2. The catalyst class is: 59. (2) Reactant: [C:1]1(=[O:11])[O:6][C:4](=[O:5])[C:3]2[CH2:7][CH2:8][CH2:9][CH2:10][C:2]1=2.C[Si]([N:16]([Si](C)(C)C)[C:17]1[CH:18]=[C:19]([Mg]Cl)[CH:20]=[CH:21][CH:22]=1)(C)C.[Cl-].[NH4+].S([O-])([O-])(=O)=O.[Mg+2].S(Cl)(Cl)=O.O1CCC[CH2:42]1. Product: [NH2:16][C:17]1[CH:22]=[C:21]([C:4]2([O:5][CH3:42])[C:3]3[CH2:7][CH2:8][CH2:9][CH2:10][C:2]=3[C:1](=[O:11])[O:6]2)[CH:20]=[CH:19][CH:18]=1. The catalyst class is: 5. (3) The catalyst class is: 11. Reactant: [F:1][C:2]1[C:10]([F:11])=[CH:9][CH:8]=[CH:7][C:3]=1[C:4](O)=[O:5].S(Cl)([Cl:14])=O. Product: [F:1][C:2]1[C:10]([F:11])=[CH:9][CH:8]=[CH:7][C:3]=1[C:4]([Cl:14])=[O:5].